Dataset: Forward reaction prediction with 1.9M reactions from USPTO patents (1976-2016). Task: Predict the product of the given reaction. (1) Given the reactants [F:1][C:2]1[CH:20]=[CH:19][C:18]([CH3:21])=[CH:17][C:3]=1[O:4][C:5]1[CH:6]=[CH:7][C:8]2[N:12]=[C:11]([CH2:13][OH:14])[N:10]([CH3:15])[C:9]=2[CH:16]=1.O[C:23]1[CH:24]=[C:25]([CH:30]=[CH:31][CH:32]=1)[C:26]([O:28][CH3:29])=[O:27].C(P(CCCC)CCCC)CCC.N(C(N1CCCCC1)=O)=NC(N1CCCCC1)=O, predict the reaction product. The product is: [F:1][C:2]1[CH:20]=[CH:19][C:18]([CH3:21])=[CH:17][C:3]=1[O:4][C:5]1[CH:6]=[CH:7][C:8]2[N:12]=[C:11]([CH2:13][O:14][C:23]3[CH:24]=[C:25]([CH:30]=[CH:31][CH:32]=3)[C:26]([O:28][CH3:29])=[O:27])[N:10]([CH3:15])[C:9]=2[CH:16]=1. (2) Given the reactants C[O:2][C:3]([C:5]1[C:13]2[C:8](=[CH:9][C:10]([N:14]3[CH2:19][CH2:18][CH:17]([O:20][CH2:21][C:22]4[C:23]([C:30]5[C:35]([Cl:36])=[CH:34][CH:33]=[CH:32][C:31]=5[Cl:37])=[N:24][O:25][C:26]=4[CH:27]4[CH2:29][CH2:28]4)[CH2:16][CH2:15]3)=[CH:11][CH:12]=2)[N:7]([CH3:38])[CH:6]=1)=[O:4].[OH-].[K+], predict the reaction product. The product is: [CH:27]1([C:26]2[O:25][N:24]=[C:23]([C:30]3[C:31]([Cl:37])=[CH:32][CH:33]=[CH:34][C:35]=3[Cl:36])[C:22]=2[CH2:21][O:20][CH:17]2[CH2:18][CH2:19][N:14]([C:10]3[CH:9]=[C:8]4[C:13]([C:5]([C:3]([OH:4])=[O:2])=[CH:6][N:7]4[CH3:38])=[CH:12][CH:11]=3)[CH2:15][CH2:16]2)[CH2:28][CH2:29]1. (3) Given the reactants [OH:1][C:2]1([CH2:15][CH:16]=O)[CH2:14][CH2:13][C:5]2([O:10][CH2:9][C:8]([CH3:12])([CH3:11])[CH2:7][O:6]2)[CH2:4][CH2:3]1.[F:18][CH:19]([F:30])[O:20][C:21]1[CH:26]=[CH:25][C:24]([C@@H:27]([NH2:29])[CH3:28])=[CH:23][CH:22]=1, predict the reaction product. The product is: [F:18][CH:19]([F:30])[O:20][C:21]1[CH:22]=[CH:23][C:24]([C@@H:27]([NH:29][CH2:16][CH2:15][C:2]2([OH:1])[CH2:14][CH2:13][C:5]3([O:6][CH2:7][C:8]([CH3:12])([CH3:11])[CH2:9][O:10]3)[CH2:4][CH2:3]2)[CH3:28])=[CH:25][CH:26]=1.